From a dataset of Reaction yield outcomes from USPTO patents with 853,638 reactions. Predict the reaction yield, written as a fraction of the theoretical maximum amount of product (1.0 means a 100% yield; for example, 0.34 means a 34% yield). (1) The catalyst is O1CCOCC1.O.C1(P([C-]2C=CC=C2)C2C=CC=CC=2)C=CC=CC=1.[C-]1(P(C2C=CC=CC=2)C2C=CC=CC=2)C=CC=C1.[Fe+2].[Pd](Cl)Cl. The reactants are Br[C:2]1[CH:3]=[N:4][CH:5]=[C:6]2[C:11]=1[N:10]=[C:9]([C:12]([NH:14][CH2:15][CH2:16][O:17][CH3:18])=[O:13])[CH:8]=[CH:7]2.[CH3:19][O:20][C:21]1[CH:26]=[CH:25][C:24](B(O)O)=[CH:23][CH:22]=1.C(=O)([O-])[O-].[Cs+].[Cs+]. The yield is 0.840. The product is [CH3:18][O:17][CH2:16][CH2:15][NH:14][C:12]([C:9]1[CH:8]=[CH:7][C:6]2[C:11](=[C:2]([C:24]3[CH:25]=[CH:26][C:21]([O:20][CH3:19])=[CH:22][CH:23]=3)[CH:3]=[N:4][CH:5]=2)[N:10]=1)=[O:13]. (2) The yield is 0.890. The product is [Br:30][CH2:31][CH2:32][O:22][C:19]1[CH:18]=[CH:17][C:16]([N:13]2[CH:14]=[CH:15][C:10]([O:9][CH2:8][C:5]3[CH:4]=[CH:3][C:2]([Cl:1])=[CH:7][N:6]=3)=[CH:11][C:12]2=[O:23])=[CH:21][CH:20]=1. The catalyst is C(Cl)(Cl)Cl. The reactants are [Cl:1][C:2]1[CH:3]=[CH:4][C:5]([CH2:8][O:9][C:10]2[CH:15]=[CH:14][N:13]([C:16]3[CH:21]=[CH:20][C:19]([OH:22])=[CH:18][CH:17]=3)[C:12](=[O:23])[CH:11]=2)=[N:6][CH:7]=1.C(=O)([O-])[O-].[Cs+].[Cs+].[Br:30][CH:31](Br)[CH3:32].CN(C=O)C. (3) The reactants are [NH2:1][C:2]1[N:7]=[CH:6][N:5]=[C:4]2[N:8]([CH:12]3[CH2:17][CH2:16][CH2:15][N:14]([C:18]([O:20][C:21]([CH3:24])([CH3:23])[CH3:22])=[O:19])[CH2:13]3)[N:9]=[C:10](I)[C:3]=12.[O:25]([C:32]1[CH:37]=[CH:36][C:35](B(O)O)=[CH:34][CH:33]=1)[C:26]1[CH:31]=[CH:30][CH:29]=[CH:28][CH:27]=1.C(=O)([O-])[O-].[Na+].[Na+]. The catalyst is O1CCOCC1.O.C1C=CC([P]([Pd]([P](C2C=CC=CC=2)(C2C=CC=CC=2)C2C=CC=CC=2)([P](C2C=CC=CC=2)(C2C=CC=CC=2)C2C=CC=CC=2)[P](C2C=CC=CC=2)(C2C=CC=CC=2)C2C=CC=CC=2)(C2C=CC=CC=2)C2C=CC=CC=2)=CC=1. The product is [NH2:1][C:2]1[N:7]=[CH:6][N:5]=[C:4]2[N:8]([CH:12]3[CH2:17][CH2:16][CH2:15][N:14]([C:18]([O:20][C:21]([CH3:24])([CH3:23])[CH3:22])=[O:19])[CH2:13]3)[N:9]=[C:10]([C:35]3[CH:36]=[CH:37][C:32]([O:25][C:26]4[CH:31]=[CH:30][CH:29]=[CH:28][CH:27]=4)=[CH:33][CH:34]=3)[C:3]=12. The yield is 0.640.